From a dataset of Forward reaction prediction with 1.9M reactions from USPTO patents (1976-2016). Predict the product of the given reaction. (1) Given the reactants [OH-].[Na+].[Br:3][CH2:4][CH2:5][CH2:6]Br.[CH3:8][C:9]1([CH3:16])[O:13][C@@H:12]([CH2:14][OH:15])[CH2:11][O:10]1, predict the reaction product. The product is: [Br:3][CH2:4][CH2:5][CH2:6][O:15][CH2:14][C@H:12]1[CH2:11][O:10][C:9]([CH3:16])([CH3:8])[O:13]1. (2) The product is: [F:25][C:22]([F:23])([F:24])[O:21][C:18]1[CH:19]=[CH:20][C:15]([O:14][CH2:13][C:12]([NH:11][CH2:10][C:7]2[S:8][CH:9]=[C:5]([C:3]([OH:4])=[O:2])[N:6]=2)=[O:26])=[CH:16][CH:17]=1. Given the reactants C[O:2][C:3]([C:5]1[N:6]=[C:7]([CH2:10][NH:11][C:12](=[O:26])[CH2:13][O:14][C:15]2[CH:20]=[CH:19][C:18]([O:21][C:22]([F:25])([F:24])[F:23])=[CH:17][CH:16]=2)[S:8][CH:9]=1)=[O:4].CO.[OH-].[Na+], predict the reaction product. (3) Given the reactants [NH2:1][C:2]1[CH:7]=[CH:6][C:5]([N:8]2[CH:13]=[CH:12][C:11]([O:14][CH2:15][C:16]3[CH:21]=[CH:20][C:19]([F:22])=[CH:18][CH:17]=3)=[CH:10][C:9]2=[O:23])=[CH:4][C:3]=1[NH:24][CH3:25].[O:26]1[C:30]([C:31](O)=O)=[CH:29][N:28]=[CH:27]1.CN(C(ON1N=NC2C=CC=NC1=2)=[N+](C)C)C.F[P-](F)(F)(F)(F)F.C(N(CC)C(C)C)(C)C.C([O-])(O)=O.[Na+], predict the reaction product. The product is: [F:22][C:19]1[CH:18]=[CH:17][C:16]([CH2:15][O:14][C:11]2[CH:12]=[CH:13][N:8]([C:5]3[CH:6]=[CH:7][C:2]4[N:1]=[C:31]([C:30]5[O:26][CH:27]=[N:28][CH:29]=5)[N:24]([CH3:25])[C:3]=4[CH:4]=3)[C:9](=[O:23])[CH:10]=2)=[CH:21][CH:20]=1. (4) Given the reactants [CH3:1][O:2][C:3]([C:5]1[C:10]([NH2:11])=[N:9][CH:8]=[CH:7][N:6]=1)=[O:4].[Cl:12][C:13]1[CH:18]=[CH:17][C:16]([S:19](Cl)(=[O:21])=[O:20])=[CH:15][C:14]=1[C:23]([F:26])([F:25])[F:24], predict the reaction product. The product is: [CH3:1][O:2][C:3]([C:5]1[C:10]([NH:11][S:19]([C:16]2[CH:17]=[CH:18][C:13]([Cl:12])=[C:14]([C:23]([F:26])([F:24])[F:25])[CH:15]=2)(=[O:21])=[O:20])=[N:9][CH:8]=[CH:7][N:6]=1)=[O:4]. (5) Given the reactants Br[C:2]1[CH:7]=[CH:6][N:5]=[C:4]2[N:8]([S:11]([C:14]3[CH:19]=[CH:18][C:17]([CH3:20])=[CH:16][CH:15]=3)(=[O:13])=[O:12])[CH:9]=[CH:10][C:3]=12.[F:21][C:22]1[CH:23]=[CH:24][C:25]([O:31][CH3:32])=[C:26](B(O)O)[CH:27]=1.C(=O)([O-])[O-].[K+].[K+], predict the reaction product. The product is: [F:21][C:22]1[CH:27]=[CH:26][C:25]([O:31][CH3:32])=[C:24]([C:2]2[CH:7]=[CH:6][N:5]=[C:4]3[N:8]([S:11]([C:14]4[CH:19]=[CH:18][C:17]([CH3:20])=[CH:16][CH:15]=4)(=[O:13])=[O:12])[CH:9]=[CH:10][C:3]=23)[CH:23]=1. (6) Given the reactants [C:1]([C:3]1[CH:8]=[CH:7][CH:6]=[CH:5][N:4]=1)#[CH:2].[CH3:9][CH:10]1[CH2:14][CH2:13][C:12](=O)[CH2:11]1, predict the reaction product. The product is: [CH3:9][CH:10]1[CH2:14][C:13]([C:2]#[C:1][C:3]2[CH:8]=[CH:7][CH:6]=[CH:5][N:4]=2)=[CH:12][CH2:11]1.[CH3:9][CH:10]1[CH2:14][CH2:13][C:12]([C:2]#[C:1][C:3]2[CH:8]=[CH:7][CH:6]=[CH:5][N:4]=2)=[CH:11]1. (7) The product is: [CH2:20]([O:19][C:17]([C:12]12[CH2:11][CH2:10][C:9]([NH:8][CH2:37][C:36]([N:34]3[CH2:35][CH:31]([F:30])[CH2:32][CH:33]3[C:49]#[N:50])=[O:48])([CH2:16][CH2:15]1)[CH2:14][CH2:13]2)=[O:18])[CH3:21]. Given the reactants FC(F)(F)C(O)=O.[NH2:8][C:9]12[CH2:16][CH2:15][C:12]([C:17]([O:19][CH2:20][CH3:21])=[O:18])([CH2:13][CH2:14]1)[CH2:11][CH2:10]2.C(=O)([O-])[O-].[K+].[K+].[I-].[K+].[F:30][C@@H:31]1[CH2:35][N:34]([C:36](=[O:48])[CH2:37]OS(C2C=CC=CC=2)(=O)=O)[C@H:33]([C:49]#[N:50])[CH2:32]1, predict the reaction product. (8) Given the reactants [CH3:1][N:2]1[C:6]([N:7]2[CH2:12][CH2:11][CH2:10][C@H:9]([NH:13]C(=O)OC(C)(C)C)[CH2:8]2)=[C:5]([NH2:21])[CH:4]=[N:3]1.C(OC([NH:29][C:30]1[S:34][C:33]([C:35]2[C:40]([F:41])=[CH:39][CH:38]=[CH:37][C:36]=2[F:42])=[N:32][C:31]=1[C:43](O)=[O:44])=O)(C)(C)C.CN(C(ON1N=NC2C=CC=NC1=2)=[N+](C)C)C.F[P-](F)(F)(F)(F)F, predict the reaction product. The product is: [NH2:29][C:30]1[S:34][C:33]([C:35]2[C:40]([F:41])=[CH:39][CH:38]=[CH:37][C:36]=2[F:42])=[N:32][C:31]=1[C:43]([NH:21][C:5]1[CH:4]=[N:3][N:2]([CH3:1])[C:6]=1[N:7]1[CH2:12][CH2:11][CH2:10][C@H:9]([NH2:13])[CH2:8]1)=[O:44]. (9) Given the reactants CC1C=CC([C:8]2[CH:13]=[CH:12][C:11]([NH:14][C:15]([C:17]3[CH:39]=[CH:38][C:20]([O:21][C:22]4[CH:31]=[C:30]5[C:25]([CH:26]([C:32]([O:34]C)=[O:33])[CH2:27][CH2:28][O:29]5)=[CH:24][C:23]=4[C:36]#[N:37])=[CH:19][CH:18]=3)=[O:16])=[CH:10][CH:9]=2)=CC=1.O[Li].O.O1[CH2:48][CH2:47]OCC1.Cl, predict the reaction product. The product is: [C:36]([C:23]1[CH:24]=[C:25]2[C:30](=[CH:31][C:22]=1[O:21][C:20]1[CH:38]=[CH:39][C:17]([C:15](=[O:16])[NH:14][C:11]3[CH:10]=[C:9]([C:8]4[CH:13]=[CH:12][C:47]([CH3:48])=[CH:10][CH:9]=4)[CH:8]=[CH:13][CH:12]=3)=[CH:18][CH:19]=1)[O:29][CH2:28][CH2:27][CH:26]2[C:32]([OH:34])=[O:33])#[N:37].